This data is from Forward reaction prediction with 1.9M reactions from USPTO patents (1976-2016). The task is: Predict the product of the given reaction. (1) Given the reactants [NH2:1][C:2]1[CH:7]=[CH:6][C:5]([NH2:8])=[CH:4][N:3]=1.[C:9](O[C:9]([O:11][C:12]([CH3:15])([CH3:14])[CH3:13])=[O:10])([O:11][C:12]([CH3:15])([CH3:14])[CH3:13])=[O:10].CN(C)CCN, predict the reaction product. The product is: [NH2:1][C:2]1[N:3]=[CH:4][C:5]([NH:8][C:9](=[O:10])[O:11][C:12]([CH3:15])([CH3:14])[CH3:13])=[CH:6][CH:7]=1. (2) Given the reactants [C:1]([O:5]C(=O)NC1CCCN(CC(F)(F)F)C1)(C)(C)C.CC[N:22]([CH:26]([CH3:28])C)[CH:23]([CH3:25])C.[C:29](Cl)(=[O:31])[CH3:30].[CH2:33](Cl)Cl, predict the reaction product. The product is: [C:29]([N:22]1[CH2:23][CH2:25][C:1](=[O:5])[CH:28]([CH3:33])[CH2:26]1)(=[O:31])[CH3:30]. (3) Given the reactants [CH3:1][C:2]1[S:3][C:4]([C:10]2[CH:15]=[CH:14][CH:13]=[CH:12][CH:11]=2)=[C:5]([C:7]([OH:9])=O)[N:6]=1.CCN(C(C)C)C(C)C.CN(C(ON1N=NC2C=CC=CC1=2)=[N+](C)C)C.[B-](F)(F)(F)F.[F:47][C:48]1[CH:49]=[CH:50][C:51]2[N:52]([CH:54]=[C:55]([CH2:57][C@@H:58]3[CH2:63][CH2:62][CH2:61][CH2:60][NH:59]3)[N:56]=2)[CH:53]=1, predict the reaction product. The product is: [F:47][C:48]1[CH:49]=[CH:50][C:51]2[N:52]([CH:54]=[C:55]([CH2:57][C@@H:58]3[CH2:63][CH2:62][CH2:61][CH2:60][N:59]3[C:7]([C:5]3[N:6]=[C:2]([CH3:1])[S:3][C:4]=3[C:10]3[CH:15]=[CH:14][CH:13]=[CH:12][CH:11]=3)=[O:9])[N:56]=2)[CH:53]=1. (4) Given the reactants [CH3:1][S:2](Cl)(=[O:4])=[O:3].CCN(CC)CC.[CH3:13][O:14][C:15](=[O:55])[C:16]1[CH:21]=[CH:20][C:19]([O:22][CH2:23][CH2:24][C:25]2[C:33]3[C:28](=[CH:29][CH:30]=[C:31]([Cl:34])[CH:32]=3)[N:27]([CH:35]([C:42]3[CH:47]=[CH:46][CH:45]=[CH:44][CH:43]=3)[C:36]3[CH:41]=[CH:40][CH:39]=[CH:38][CH:37]=3)[C:26]=2[CH2:48][CH2:49][OH:50])=[CH:18][C:17]=1[O:51][CH:52]([CH3:54])[CH3:53], predict the reaction product. The product is: [CH3:13][O:14][C:15](=[O:55])[C:16]1[CH:21]=[CH:20][C:19]([O:22][CH2:23][CH2:24][C:25]2[C:33]3[C:28](=[CH:29][CH:30]=[C:31]([Cl:34])[CH:32]=3)[N:27]([CH:35]([C:36]3[CH:41]=[CH:40][CH:39]=[CH:38][CH:37]=3)[C:42]3[CH:43]=[CH:44][CH:45]=[CH:46][CH:47]=3)[C:26]=2[CH2:48][CH2:49][O:50][S:2]([CH3:1])(=[O:4])=[O:3])=[CH:18][C:17]=1[O:51][CH:52]([CH3:53])[CH3:54]. (5) Given the reactants [CH2:1]([N:5]([CH2:21][C:22]1[CH:34]=[CH:33][C:25]([O:26][CH2:27][C:28]([O:30]CC)=[O:29])=[C:24]([CH3:35])[CH:23]=1)[C:6]1[C:11]([CH3:12])=[C:10]([C:13]2[CH:18]=[CH:17][C:16]([O:19][CH3:20])=[CH:15][CH:14]=2)[N:9]=[CH:8][N:7]=1)[CH2:2][CH2:3][CH3:4].[OH-].[Na+], predict the reaction product. The product is: [CH2:1]([N:5]([CH2:21][C:22]1[CH:34]=[CH:33][C:25]([O:26][CH2:27][C:28]([OH:30])=[O:29])=[C:24]([CH3:35])[CH:23]=1)[C:6]1[C:11]([CH3:12])=[C:10]([C:13]2[CH:14]=[CH:15][C:16]([O:19][CH3:20])=[CH:17][CH:18]=2)[N:9]=[CH:8][N:7]=1)[CH2:2][CH2:3][CH3:4]. (6) Given the reactants [CH:1]1([C@H:7]2[CH2:11][CH2:10][CH2:9][C@H:8]2[NH:12][C@@H](C2C=CC=CC=2)C)[CH2:6][CH2:5][CH2:4][CH2:3][CH2:2]1.C(O)(=O)C, predict the reaction product. The product is: [CH:1]1([C@H:7]2[CH2:11][CH2:10][CH2:9][C@H:8]2[NH2:12])[CH2:2][CH2:3][CH2:4][CH2:5][CH2:6]1.